Predict the reaction yield, written as a fraction of the theoretical maximum amount of product (1.0 means a 100% yield; for example, 0.34 means a 34% yield). From a dataset of Reaction yield outcomes from USPTO patents with 853,638 reactions. (1) The reactants are [NH2:1][C:2]1[CH:3]=[CH:4][C:5]([CH3:22])=[C:6]([C:8]2[CH:9]=[C:10]([N:16]3[CH2:21][CH2:20][O:19][CH2:18][CH2:17]3)[C:11](=[O:15])[N:12]([CH3:14])[CH:13]=2)[CH:7]=1.Br[CH2:24][C:25]1[CH:33]=[CH:32][C:28]([C:29](O)=[O:30])=[CH:27][C:26]=1[C:34]([F:37])([F:36])[F:35].CCN=C=NCCCN(C)C.[ClH:49]. The catalyst is CN(C=O)C. The product is [Cl:49][CH2:24][C:25]1[CH:33]=[CH:32][C:28]([C:29]([NH:1][C:2]2[CH:3]=[CH:4][C:5]([CH3:22])=[C:6]([C:8]3[CH:9]=[C:10]([N:16]4[CH2:17][CH2:18][O:19][CH2:20][CH2:21]4)[C:11](=[O:15])[N:12]([CH3:14])[CH:13]=3)[CH:7]=2)=[O:30])=[CH:27][C:26]=1[C:34]([F:37])([F:36])[F:35]. The yield is 0.460. (2) The reactants are [Cl:1][C:2]1[CH:27]=[CH:26][C:5]([CH2:6][N:7]2[CH:12]=[C:11]([C:13]3[CH:18]=[CH:17][C:16]([O:19][CH3:20])=[CH:15][CH:14]=3)[CH:10]=[C:9]([C:21](OC)=[O:22])[C:8]2=[O:25])=[CH:4][CH:3]=1.CC(C[AlH]CC(C)C)C. The catalyst is CCOCC. The product is [Cl:1][C:2]1[CH:3]=[CH:4][C:5]([CH2:6][N:7]2[CH:12]=[C:11]([C:13]3[CH:18]=[CH:17][C:16]([O:19][CH3:20])=[CH:15][CH:14]=3)[CH:10]=[C:9]([CH2:21][OH:22])[C:8]2=[O:25])=[CH:26][CH:27]=1. The yield is 0.0900. (3) The reactants are [OH:1][C@H:2]1[CH2:19][CH2:18][C@@:17]2([CH3:20])[C@@H:4]([CH2:5][CH2:6][C@:7]3([CH3:31])[C@@H:16]2[CH2:15][CH2:14][C@H:13]2[C@@:8]3([CH3:30])[CH2:9][CH2:10][C@@:11]3([C:27](O)=[O:28])[CH2:23][CH2:22][C@@H:21]([C:24]([CH3:26])=[CH2:25])[CH:12]32)[C:3]1([CH3:33])[CH3:32].CCN=C=NCCCN(C)C.C1C=CC2N(O)N=NC=2C=1.[NH2:55][C@H:56]1[CH2:59][C@@H:58]([C:60]([N:62]2[CH2:67][CH2:66][O:65][CH2:64][CH2:63]2)=[O:61])[C:57]1([CH3:69])[CH3:68]. The catalyst is C(Cl)Cl.CN(C=O)C.ClCCl. The product is [CH3:68][C:57]1([CH3:69])[C@H:58]([C:60]([N:62]2[CH2:67][CH2:66][O:65][CH2:64][CH2:63]2)=[O:61])[CH2:59][C@@H:56]1[NH:55][C:27]([C@:11]12[CH2:23][CH2:22][C@@H:21]([C:24]([CH3:26])=[CH2:25])[CH:12]1[C@@H:13]1[C@@:8]([CH3:30])([CH2:9][CH2:10]2)[C@@:7]2([CH3:31])[C@@H:16]([C@:17]3([CH3:20])[C@@H:4]([CH2:5][CH2:6]2)[C:3]([CH3:33])([CH3:32])[C@@H:2]([OH:1])[CH2:19][CH2:18]3)[CH2:15][CH2:14]1)=[O:28]. The yield is 0.493. (4) The reactants are CN1C=CC([NH:7][C:8]2[N:13]=[C:12]([NH:14][CH:15]3[CH2:22][CH:18]4[CH2:19][NH:20][CH2:21][CH:17]4[CH2:16]3)[C:11]([C:23]#[N:24])=[CH:10][N:9]=2)=N1.[C:25]([CH2:27][C:28]([OH:30])=O)#[N:26].CN(C(ON1[N:47]=[N:46][C:41]2[CH:42]=[CH:43]C=NC1=2)=[N+](C)C)C.F[P-](F)(F)(F)(F)F.[CH2:55](N(CC)CC)C. The catalyst is ClCCl.CN(C)C=O. The product is [C:25]([CH2:27][C:28]([N:20]1[CH2:19][CH:18]2[CH2:22][CH:15]([NH:14][C:12]3[C:11]([C:23]#[N:24])=[CH:10][N:9]=[C:8]([NH:7][C:42]4[CH:41]=[N:46][N:47]([CH3:55])[CH:43]=4)[N:13]=3)[CH2:16][CH:17]2[CH2:21]1)=[O:30])#[N:26]. The yield is 0.181.